This data is from NCI-60 drug combinations with 297,098 pairs across 59 cell lines. The task is: Regression. Given two drug SMILES strings and cell line genomic features, predict the synergy score measuring deviation from expected non-interaction effect. (1) Synergy scores: CSS=-0.0960, Synergy_ZIP=3.51, Synergy_Bliss=5.83, Synergy_Loewe=1.52, Synergy_HSA=1.49. Drug 1: C1=CC=C(C(=C1)C(C2=CC=C(C=C2)Cl)C(Cl)Cl)Cl. Drug 2: C1CNP(=O)(OC1)N(CCCl)CCCl. Cell line: SF-539. (2) Drug 1: CC1OCC2C(O1)C(C(C(O2)OC3C4COC(=O)C4C(C5=CC6=C(C=C35)OCO6)C7=CC(=C(C(=C7)OC)O)OC)O)O. Drug 2: CCCS(=O)(=O)NC1=C(C(=C(C=C1)F)C(=O)C2=CNC3=C2C=C(C=N3)C4=CC=C(C=C4)Cl)F. Cell line: DU-145. Synergy scores: CSS=32.2, Synergy_ZIP=1.67, Synergy_Bliss=3.06, Synergy_Loewe=-16.5, Synergy_HSA=0.627. (3) Drug 1: CC1CCC2CC(C(=CC=CC=CC(CC(C(=O)C(C(C(=CC(C(=O)CC(OC(=O)C3CCCCN3C(=O)C(=O)C1(O2)O)C(C)CC4CCC(C(C4)OC)O)C)C)O)OC)C)C)C)OC. Drug 2: C1CN1C2=NC(=NC(=N2)N3CC3)N4CC4. Cell line: COLO 205. Synergy scores: CSS=20.8, Synergy_ZIP=-5.19, Synergy_Bliss=-7.00, Synergy_Loewe=-3.36, Synergy_HSA=-2.07. (4) Synergy scores: CSS=-7.21, Synergy_ZIP=7.38, Synergy_Bliss=7.39, Synergy_Loewe=-7.09, Synergy_HSA=-6.88. Cell line: ACHN. Drug 2: CCCCCOC(=O)NC1=NC(=O)N(C=C1F)C2C(C(C(O2)C)O)O. Drug 1: C1=CC(=CC=C1C#N)C(C2=CC=C(C=C2)C#N)N3C=NC=N3. (5) Drug 1: C1C(C(OC1N2C=NC3=C(N=C(N=C32)Cl)N)CO)O. Drug 2: C1CC(C1)(C(=O)O)C(=O)O.[NH2-].[NH2-].[Pt+2]. Cell line: MCF7. Synergy scores: CSS=12.0, Synergy_ZIP=-6.20, Synergy_Bliss=-5.73, Synergy_Loewe=-0.418, Synergy_HSA=-0.126. (6) Drug 2: COCCOC1=C(C=C2C(=C1)C(=NC=N2)NC3=CC=CC(=C3)C#C)OCCOC.Cl. Drug 1: CN1CCC(CC1)COC2=C(C=C3C(=C2)N=CN=C3NC4=C(C=C(C=C4)Br)F)OC. Synergy scores: CSS=1.59, Synergy_ZIP=1.53, Synergy_Bliss=6.89, Synergy_Loewe=2.78, Synergy_HSA=3.22. Cell line: MDA-MB-435. (7) Drug 1: CC1CCC2CC(C(=CC=CC=CC(CC(C(=O)C(C(C(=CC(C(=O)CC(OC(=O)C3CCCCN3C(=O)C(=O)C1(O2)O)C(C)CC4CCC(C(C4)OC)OCCO)C)C)O)OC)C)C)C)OC. Drug 2: CC(C)CN1C=NC2=C1C3=CC=CC=C3N=C2N. Cell line: NCI/ADR-RES. Synergy scores: CSS=7.89, Synergy_ZIP=-4.44, Synergy_Bliss=-3.59, Synergy_Loewe=-1.14, Synergy_HSA=-0.579. (8) Drug 1: C1=C(C(=O)NC(=O)N1)N(CCCl)CCCl. Drug 2: C1=CC(=CC=C1CCCC(=O)O)N(CCCl)CCCl. Cell line: UO-31. Synergy scores: CSS=22.4, Synergy_ZIP=-7.38, Synergy_Bliss=-1.78, Synergy_Loewe=1.000, Synergy_HSA=1.81. (9) Cell line: MDA-MB-231. Synergy scores: CSS=-3.13, Synergy_ZIP=-2.75, Synergy_Bliss=0.356, Synergy_Loewe=-19.9, Synergy_HSA=-4.33. Drug 2: CC1=C(C(CCC1)(C)C)C=CC(=CC=CC(=CC(=O)O)C)C. Drug 1: CC1C(C(CC(O1)OC2CC(CC3=C2C(=C4C(=C3O)C(=O)C5=C(C4=O)C(=CC=C5)OC)O)(C(=O)C)O)N)O.Cl. (10) Drug 1: CC1=C2C(C(=O)C3(C(CC4C(C3C(C(C2(C)C)(CC1OC(=O)C(C(C5=CC=CC=C5)NC(=O)OC(C)(C)C)O)O)OC(=O)C6=CC=CC=C6)(CO4)OC(=O)C)OC)C)OC. Drug 2: C#CCC(CC1=CN=C2C(=N1)C(=NC(=N2)N)N)C3=CC=C(C=C3)C(=O)NC(CCC(=O)O)C(=O)O. Cell line: SK-OV-3. Synergy scores: CSS=43.8, Synergy_ZIP=4.94, Synergy_Bliss=5.07, Synergy_Loewe=4.71, Synergy_HSA=5.31.